Dataset: Forward reaction prediction with 1.9M reactions from USPTO patents (1976-2016). Task: Predict the product of the given reaction. (1) Given the reactants [F:1][C:2]1[CH:3]=[C:4]([CH:7]=[C:8]([N:10]2[CH2:16][CH2:15][CH2:14][C:13]3[O:17][C:18]([C:20]4[CH:25]=[CH:24][CH:23]=[CH:22][N:21]=4)=[N:19][C:12]=3[CH2:11]2)[CH:9]=1)C#N.BrC1C=CC=C(F)C=1, predict the reaction product. The product is: [F:1][C:2]1[CH:9]=[C:8]([N:10]2[CH2:16][CH2:15][CH2:14][C:13]3[O:17][C:18]([C:20]4[CH:25]=[CH:24][CH:23]=[CH:22][N:21]=4)=[N:19][C:12]=3[CH2:11]2)[CH:7]=[CH:4][CH:3]=1. (2) Given the reactants C([O:3][C:4]([C:6]1[N:7]=[N:8][C:9]([Cl:20])=[CH:10][C:11]=1[NH:12][C:13]1[CH:18]=[CH:17][CH:16]=[C:15]([CH3:19])[N:14]=1)=O)C.[NH3:21], predict the reaction product. The product is: [Cl:20][C:9]1[N:8]=[N:7][C:6]([C:4]([NH2:21])=[O:3])=[C:11]([NH:12][C:13]2[CH:18]=[CH:17][CH:16]=[C:15]([CH3:19])[N:14]=2)[CH:10]=1.